From a dataset of Full USPTO retrosynthesis dataset with 1.9M reactions from patents (1976-2016). Predict the reactants needed to synthesize the given product. (1) Given the product [CH3:1][O:2][C:3]1[CH:4]=[C:5]2[C:9](=[CH:10][CH:11]=1)[C:8](=[O:12])[N:7]([C:16]([O:18][C:19]([CH3:22])([CH3:21])[CH3:20])=[O:17])[CH2:6]2, predict the reactants needed to synthesize it. The reactants are: [CH3:1][O:2][C:3]1[CH:4]=[C:5]2[C:9](=[CH:10][CH:11]=1)[C:8](=[O:12])[NH:7][CH2:6]2.ClCCl.[C:16](O[C:16]([O:18][C:19]([CH3:22])([CH3:21])[CH3:20])=[O:17])([O:18][C:19]([CH3:22])([CH3:21])[CH3:20])=[O:17].CCN(CC)CC. (2) Given the product [C:50]([O:49][C:47]([N:15]1[CH2:20][CH2:19][CH:18]([N:21]2[CH2:25][CH2:24][N:23]([CH2:26][CH2:27][CH2:28][N:29]3[CH2:34][CH2:33][CH2:32][CH2:31][CH2:30]3)[C:22]2=[C:35]([C:36]#[N:37])[C:38]#[N:39])[CH2:17][CH2:16]1)=[O:48])([CH3:53])([CH3:52])[CH3:51], predict the reactants needed to synthesize it. The reactants are: C1(N)C(F)=C(F)C(F)=C(N)C=1F.Cl.Cl.[NH:15]1[CH2:20][CH2:19][CH:18]([N:21]2[CH2:25][CH2:24][N:23]([CH2:26][CH2:27][CH2:28][N:29]3[CH2:34][CH2:33][CH2:32][CH2:31][CH2:30]3)[C:22]2=[C:35]([C:38]#[N:39])[C:36]#[N:37])[CH2:17][CH2:16]1.C(N(CC)CC)C.[C:47](O[C:47]([O:49][C:50]([CH3:53])([CH3:52])[CH3:51])=[O:48])([O:49][C:50]([CH3:53])([CH3:52])[CH3:51])=[O:48].